This data is from Full USPTO retrosynthesis dataset with 1.9M reactions from patents (1976-2016). The task is: Predict the reactants needed to synthesize the given product. (1) Given the product [Br:1][C:2]1[CH:25]=[N:24][C:5]2=[N:6][C:7]([N:11]3[CH2:14][CH:13]([N:15]([CH3:23])[C:16](=[O:22])[O:17][C:18]([CH3:21])([CH3:20])[CH3:19])[CH2:12]3)=[C:8]([NH:26][C@H:27]([CH3:30])[CH2:28][OH:29])[N:9]=[C:4]2[CH:3]=1, predict the reactants needed to synthesize it. The reactants are: [Br:1][C:2]1[CH:25]=[N:24][C:5]2=[N:6][C:7]([N:11]3[CH2:14][CH:13]([N:15]([CH3:23])[C:16](=[O:22])[O:17][C:18]([CH3:21])([CH3:20])[CH3:19])[CH2:12]3)=[C:8](Cl)[N:9]=[C:4]2[CH:3]=1.[NH2:26][C@H:27]([CH3:30])[CH2:28][OH:29]. (2) The reactants are: [F:1][C:2]1[C:3]([N+:12]([O-])=O)=[C:4]([CH2:8][C:9](O)=[O:10])[CH:5]=[CH:6][CH:7]=1. Given the product [F:1][C:2]1[CH:7]=[CH:6][CH:5]=[C:4]2[C:3]=1[NH:12][C:9](=[O:10])[CH2:8]2, predict the reactants needed to synthesize it. (3) The reactants are: [C:1]([C:3]1[CH:4]=[C:5]([CH:10]=[CH:11][C:12]=1[CH2:13][N:14]([C:22]([O:24][C:25]([CH3:28])([CH3:27])[CH3:26])=[O:23])[C:15]([O:17][C:18]([CH3:21])([CH3:20])[CH3:19])=[O:16])[C:6]([O:8]C)=[O:7])#[N:2].CO.[Li+].[OH-]. Given the product [C:1]([C:3]1[CH:4]=[C:5]([CH:10]=[CH:11][C:12]=1[CH2:13][N:14]([C:15]([O:17][C:18]([CH3:21])([CH3:20])[CH3:19])=[O:16])[C:22]([O:24][C:25]([CH3:26])([CH3:27])[CH3:28])=[O:23])[C:6]([OH:8])=[O:7])#[N:2], predict the reactants needed to synthesize it.